Dataset: Peptide-MHC class II binding affinity with 134,281 pairs from IEDB. Task: Regression. Given a peptide amino acid sequence and an MHC pseudo amino acid sequence, predict their binding affinity value. This is MHC class II binding data. (1) The peptide sequence is ATIRVLALGNQEGSL. The MHC is HLA-DQA10501-DQB10302 with pseudo-sequence HLA-DQA10501-DQB10302. The binding affinity (normalized) is 0.413. (2) The peptide sequence is GGACGYKDVDKPPFS. The MHC is DRB1_1201 with pseudo-sequence DRB1_1201. The binding affinity (normalized) is 0.0628. (3) The peptide sequence is TKVIMGAVLIWVGIN. The MHC is DRB1_1302 with pseudo-sequence DRB1_1302. The binding affinity (normalized) is 0. (4) The peptide sequence is VLEWRFDSRLAFHHV. The MHC is HLA-DPA10301-DPB10402 with pseudo-sequence YMFFMFSGGAISNTLFGQFEYFDIEKVRMHLGMT. The binding affinity (normalized) is 0.600. (5) The peptide sequence is SQEYSGSVANEANQY. The MHC is H-2-IAb with pseudo-sequence H-2-IAb. The binding affinity (normalized) is 0.623. (6) The peptide sequence is SSLYGRYNCKCCWFA. The MHC is DRB1_0101 with pseudo-sequence DRB1_0101. The binding affinity (normalized) is 0.151.